Dataset: Reaction yield outcomes from USPTO patents with 853,638 reactions. Task: Predict the reaction yield, written as a fraction of the theoretical maximum amount of product (1.0 means a 100% yield; for example, 0.34 means a 34% yield). (1) The reactants are [F:1][C:2]([F:14])([F:13])[C@@H:3]1[CH2:8][CH2:7][NH:6][CH2:5][C@H:4]1[C:9]([O:11]C)=[O:10].Cl[C:16]1[N:21]=[CH:20][NH:19][C:18]2=[N:22][CH:23]=[CH:24][C:17]=12.N1C=CC=CC=1.[Li+].[OH-]. The catalyst is CN(C=O)C.[Cl-].[Na+].O.O. The product is [N:19]1[C:18]2[NH:22][CH:23]=[CH:24][C:17]=2[C:16]([N:6]2[CH2:7][CH2:8][C@@H:3]([C:2]([F:14])([F:13])[F:1])[C@H:4]([C:9]([OH:11])=[O:10])[CH2:5]2)=[N:21][CH:20]=1. The yield is 0.525. (2) The reactants are [Br:1][C:2]1[N:6]=[CH:5][NH:4][N:3]=1.C(=O)([O-])[O-].[Cs+].[Cs+].I[C:14]1[CH:19]=[CH:18][C:17]([O:20][C:21]([F:24])([F:23])[F:22])=[CH:16][CH:15]=1. The catalyst is CS(C)=O.[Cu]I. The product is [Br:1][C:2]1[N:6]=[CH:5][N:4]([C:14]2[CH:15]=[CH:16][C:17]([O:20][C:21]([F:22])([F:23])[F:24])=[CH:18][CH:19]=2)[N:3]=1. The yield is 0.540. (3) The reactants are C[C@@:2]1([C:18]([O-:20])=[O:19])[CH2:6][C@:5](C)([C:7]([O-:9])=[O:8])[CH2:4][N:3]1[C:11]([O:13][C:14]([CH3:17])([CH3:16])[CH3:15])=[O:12].[OH-].[Na+].Cl.[CH2:24]1COCC1. No catalyst specified. The product is [C:14]([O:13][C:11]([N:3]1[C@H:2]([C:18]([O:20][CH3:24])=[O:19])[CH2:6][C@H:5]([C:7]([OH:9])=[O:8])[CH2:4]1)=[O:12])([CH3:15])([CH3:16])[CH3:17]. The yield is 0.700. (4) The reactants are C([O:3][C:4](=[O:36])[C:5]([O:8][C:9]1[CH:14]=[CH:13][CH:12]=[C:11]([O:15][CH2:16][CH2:17][C:18]2[N:19]=[C:20]([C:24]3[CH:29]=[CH:28][C:27]([C:30]4[CH:35]=[CH:34][CH:33]=[CH:32][CH:31]=4)=[CH:26][CH:25]=3)[O:21][C:22]=2[CH3:23])[CH:10]=1)([CH3:7])[CH3:6])C.[OH-].[Na+]. The catalyst is C(O)C.C1COCC1. The product is [C:27]1([C:30]2[CH:35]=[CH:34][CH:33]=[CH:32][CH:31]=2)[CH:26]=[CH:25][C:24]([C:20]2[O:21][C:22]([CH3:23])=[C:18]([CH2:17][CH2:16][O:15][C:11]3[CH:10]=[C:9]([CH:14]=[CH:13][CH:12]=3)[O:8][C:5]([CH3:7])([CH3:6])[C:4]([OH:36])=[O:3])[N:19]=2)=[CH:29][CH:28]=1. The yield is 0.990. (5) The reactants are [OH:1][C:2]1[CH:3]=[CH:4][C:5]([N+:10]([O-:12])=[O:11])=[C:6]([CH:9]=1)[CH:7]=[O:8].[CH:13]([Mg]Br)=[CH2:14].Cl. The catalyst is O1CCCC1. The product is [OH:1][C:2]1[CH:3]=[CH:4][C:5]([N+:10]([O-:12])=[O:11])=[C:6]([CH:7]([OH:8])[CH:13]=[CH2:14])[CH:9]=1. The yield is 0.730.